Dataset: Full USPTO retrosynthesis dataset with 1.9M reactions from patents (1976-2016). Task: Predict the reactants needed to synthesize the given product. (1) Given the product [CH3:25][N:22]1[C:23]2[C:19](=[CH:18][CH:17]=[C:16]([N:11]3[CH:12]=[CH:13][C:8]([C:5]4[CH:4]=[CH:3][C:2]([CH3:1])=[CH:7][N:6]=4)=[CH:9][C:10]3=[O:14])[CH:24]=2)[C:20]2[CH2:29][CH2:28][N:27]([C:30]([O:32][C:33]([CH3:36])([CH3:35])[CH3:34])=[O:31])[CH2:26][C:21]1=2, predict the reactants needed to synthesize it. The reactants are: [CH3:1][C:2]1[CH:3]=[CH:4][C:5]([C:8]2[CH:13]=[CH:12][NH:11][C:10](=[O:14])[CH:9]=2)=[N:6][CH:7]=1.Br[C:16]1[CH:24]=[C:23]2[C:19]([C:20]3[CH2:29][CH2:28][N:27]([C:30]([O:32][C:33]([CH3:36])([CH3:35])[CH3:34])=[O:31])[CH2:26][C:21]=3[N:22]2[CH3:25])=[CH:18][CH:17]=1. (2) Given the product [N:5]1[CH:6]=[CH:7][CH:8]=[C:3](/[CH:1]=[CH:2]/[C:16]2[C:24]3[NH:23][C:22]4[CH:25]5[CH2:31][CH2:30][N:28]([CH2:29][C:21]=4[C:20]=3[CH:19]=[CH:18][CH:17]=2)[CH2:27][CH2:26]5)[CH:4]=1, predict the reactants needed to synthesize it. The reactants are: [CH:1]([C:3]1[CH:4]=[N:5][CH:6]=[CH:7][CH:8]=1)=[CH2:2].CC(C)([O-])C.[Na+].Br[C:16]1[C:24]2[NH:23][C:22]3[CH:25]4[CH2:31][CH2:30][N:28]([CH2:29][C:21]=3[C:20]=2[CH:19]=[CH:18][CH:17]=1)[CH2:27][CH2:26]4.S([O-])([O-])(=O)=O.[Mg+2]. (3) Given the product [Cl:8][C:9]1[CH:14]=[C:13]([CH2:15][O:16][C:26]2[CH:27]=[CH:28][C:23]([F:22])=[CH:24][CH:25]=2)[CH:12]=[CH:11][N:10]=1, predict the reactants needed to synthesize it. The reactants are: C(N(CC)CC)C.[Cl:8][C:9]1[CH:14]=[C:13]([CH2:15][OH:16])[CH:12]=[CH:11][N:10]=1.CS(Cl)(=O)=O.[F:22][C:23]1[CH:28]=[CH:27][C:26](O)=[CH:25][CH:24]=1.C(=O)([O-])[O-].[K+].[K+]. (4) Given the product [NH2:33][CH2:32][CH2:31][S:28]([NH:27][CH2:26][C@@H:16]1[C@@H:15]([NH:14][C:10]2[N:9]=[C:8]([N:1]3[CH2:7][CH2:6][CH2:5][CH2:4][CH2:3][CH2:2]3)[CH:13]=[CH:12][N:11]=2)[CH2:19][CH2:18][N:17]1[CH:20]1[CH2:25][CH2:24][CH2:23][CH2:22][CH2:21]1)(=[O:29])=[O:30], predict the reactants needed to synthesize it. The reactants are: [N:1]1([C:8]2[CH:13]=[CH:12][N:11]=[C:10]([NH:14][C@H:15]3[CH2:19][CH2:18][N:17]([CH:20]4[CH2:25][CH2:24][CH2:23][CH2:22][CH2:21]4)[C@@H:16]3[CH2:26][NH:27][S:28]([CH2:31][CH2:32][N:33]3C(=O)C4C(=CC=CC=4)C3=O)(=[O:30])=[O:29])[N:9]=2)[CH2:7][CH2:6][CH2:5][CH2:4][CH2:3][CH2:2]1. (5) Given the product [N:1]([CH2:2][C:3]1[CH:12]=[CH:11][C:10]([OH:13])=[C:9]2[C:4]=1[CH:5]=[CH:6][CH:7]=[N:8]2)([CH2:15][C:16]1[CH:25]=[CH:24][C:23]([OH:26])=[C:22]2[C:17]=1[CH:18]=[CH:19][CH:20]=[N:21]2)[CH2:2][C:3]1[CH:12]=[CH:11][C:10]([OH:13])=[C:9]2[C:4]=1[CH:5]=[CH:6][CH:7]=[N:8]2, predict the reactants needed to synthesize it. The reactants are: [NH2:1][CH2:2][C:3]1[CH:12]=[CH:11][C:10]([OH:13])=[C:9]2[C:4]=1[CH:5]=[CH:6][CH:7]=[N:8]2.Cl[CH2:15][C:16]1[CH:25]=[CH:24][C:23]([OH:26])=[C:22]2[C:17]=1[CH:18]=[CH:19][CH:20]=[N:21]2. (6) Given the product [Cl:1][C:2]1[CH:7]=[CH:6][C:5]([C:8]2[CH:13]=[C:12]([CH:14]([F:15])[F:16])[N:11]3[N:17]=[CH:18][C:19]([C:20]#[C:21][C:24]4[C:25]([F:35])=[CH:26][C:27]([F:34])=[C:28]([S:30]([NH2:33])(=[O:31])=[O:32])[CH:29]=4)=[C:10]3[N:9]=2)=[CH:4][C:3]=1[CH3:22], predict the reactants needed to synthesize it. The reactants are: [Cl:1][C:2]1[CH:7]=[CH:6][C:5]([C:8]2[CH:13]=[C:12]([CH:14]([F:16])[F:15])[N:11]3[N:17]=[CH:18][C:19]([C:20]#[CH:21])=[C:10]3[N:9]=2)=[CH:4][C:3]=1[CH3:22].Br[C:24]1[C:25]([F:35])=[CH:26][C:27]([F:34])=[C:28]([S:30]([NH2:33])(=[O:32])=[O:31])[CH:29]=1. (7) Given the product [C:1]([O:5][C:6]([NH:8][C@@H:9]([CH:15]([CH3:17])[CH3:16])[CH2:10][CH2:11][OH:12])=[O:7])([CH3:4])([CH3:3])[CH3:2], predict the reactants needed to synthesize it. The reactants are: [C:1]([O:5][C:6]([NH:8][C@@H:9]([CH:15]([CH3:17])[CH3:16])[CH2:10][C:11](OC)=[O:12])=[O:7])([CH3:4])([CH3:3])[CH3:2].[BH4-].[Li+].